From a dataset of TCR-epitope binding with 47,182 pairs between 192 epitopes and 23,139 TCRs. Binary Classification. Given a T-cell receptor sequence (or CDR3 region) and an epitope sequence, predict whether binding occurs between them. The epitope is HTTDPSFLGRY. The TCR CDR3 sequence is CASRDSGVRRNEQFF. Result: 1 (the TCR binds to the epitope).